The task is: Predict the product of the given reaction.. This data is from Forward reaction prediction with 1.9M reactions from USPTO patents (1976-2016). (1) Given the reactants [Cl:1][C:2]1[CH:3]=[C:4]([C:12]2[O:16][N:15]=[C:14]([C:17]3[CH:18]=[C:19]4[C:23](=[CH:24][CH:25]=3)[NH:22][CH:21]=[CH:20]4)[N:13]=2)[CH:5]=[CH:6][C:7]=1[O:8][CH:9]([CH3:11])[CH3:10].C([O-])([O-])=O.[Cs+].[Cs+].Br[CH:33]([F:40])[C:34]([F:39])([F:38])[C:35]([OH:37])=[O:36], predict the reaction product. The product is: [Cl:1][C:2]1[CH:3]=[C:4]([C:12]2[O:16][N:15]=[C:14]([C:17]3[CH:18]=[C:19]4[C:23](=[CH:24][CH:25]=3)[N:22]([CH:33]([F:40])[C:34]([F:39])([F:38])[C:35]([OH:37])=[O:36])[CH:21]=[CH:20]4)[N:13]=2)[CH:5]=[CH:6][C:7]=1[O:8][CH:9]([CH3:11])[CH3:10]. (2) Given the reactants [NH:1]1[CH2:5][CH2:4][CH2:3][CH:2]1[C:6]([OH:8])=O.[CH3:9][C:10]1[N:11]=[C:12]([NH2:21])[S:13][C:14]=1[CH2:15][CH2:16][O:17][N+:18]([O-:20])=[O:19], predict the reaction product. The product is: [CH3:9][C:10]1[N:11]=[C:12]([NH:21][C:6]([CH:2]2[CH2:3][CH2:4][CH2:5][NH:1]2)=[O:8])[S:13][C:14]=1[CH2:15][CH2:16][O:17][N+:18]([O-:20])=[O:19]. (3) Given the reactants [H-].[Na+].[Cl:3][C:4]1[CH:9]=[CH:8][C:7]([C:10]2[C:14]([CH2:15][OH:16])=[CH:13][O:12][N:11]=2)=[CH:6][CH:5]=1.Cl[C:18]1[CH:27]=[CH:26][C:21]([C:22]([O:24][CH3:25])=[O:23])=[CH:20][N:19]=1.[Cl-].[Na+], predict the reaction product. The product is: [CH3:25][O:24][C:22](=[O:23])[C:21]1[CH:26]=[CH:27][C:18]([O:16][CH2:15][C:14]2[C:10]([C:7]3[CH:6]=[CH:5][C:4]([Cl:3])=[CH:9][CH:8]=3)=[N:11][O:12][CH:13]=2)=[N:19][CH:20]=1. (4) Given the reactants [C:1]([O:5][C:6]([N:8]1[CH2:12][CH2:11][CH:10]([C:13]([CH:15]2[CH2:19][CH2:18][CH2:17][CH2:16]2)=[O:14])[C:9]1=O)=[O:7])([CH3:4])([CH3:3])[CH3:2].C1COCC1.S(C)C, predict the reaction product. The product is: [C:1]([O:5][C:6]([N:8]1[CH2:12][CH2:11][CH:10]([CH:13]([CH:15]2[CH2:16][CH2:17][CH2:18][CH2:19]2)[OH:14])[CH2:9]1)=[O:7])([CH3:4])([CH3:2])[CH3:3]. (5) Given the reactants Br[CH2:2][CH2:3][C:4]1[CH:9]=[CH:8][C:7]([N+:10]([O-:12])=[O:11])=[CH:6][CH:5]=1.[CH:13]1([NH2:16])[CH2:15][CH2:14]1, predict the reaction product. The product is: [CH:13]1([NH:16][CH2:2][CH2:3][C:4]2[CH:9]=[CH:8][C:7]([N+:10]([O-:12])=[O:11])=[CH:6][CH:5]=2)[CH2:15][CH2:14]1. (6) Given the reactants [CH3:1][S:2](Cl)(=[O:4])=[O:3].[CH:6]1([C:12]2[CH:17]=[CH:16][C:15]([C:18]3[O:22][N:21]=[C:20]([C:23]4[CH:28]=[CH:27][C:26]([CH2:29][OH:30])=[CH:25][CH:24]=4)[N:19]=3)=[CH:14][CH:13]=2)[CH2:11][CH2:10][CH2:9][CH2:8][CH2:7]1.C(N(CC)CC)C.O, predict the reaction product. The product is: [CH:6]1([C:12]2[CH:13]=[CH:14][C:15]([C:18]3[O:22][N:21]=[C:20]([C:23]4[CH:28]=[CH:27][C:26]([CH2:29][O:30][S:2]([CH3:1])(=[O:4])=[O:3])=[CH:25][CH:24]=4)[N:19]=3)=[CH:16][CH:17]=2)[CH2:7][CH2:8][CH2:9][CH2:10][CH2:11]1. (7) Given the reactants [Cl:1][C:2]1[CH:3]=[CH:4][C:5]([N+:28]([O-])=O)=[C:6]([CH:27]=1)/[CH:7]=[C:8]1/[C:9](=[O:26])[N:10]([S:16]([C:19]2[CH:24]=[CH:23][C:22]([Cl:25])=[CH:21][CH:20]=2)(=[O:18])=[O:17])[CH2:11][C:12](=[O:15])[NH:13][CH2:14]/1.C(O)(=O)C, predict the reaction product. The product is: [NH2:28][C:5]1[CH:4]=[CH:3][C:2]([Cl:1])=[CH:27][C:6]=1/[CH:7]=[C:8]1/[C:9](=[O:26])[N:10]([S:16]([C:19]2[CH:20]=[CH:21][C:22]([Cl:25])=[CH:23][CH:24]=2)(=[O:17])=[O:18])[CH2:11][C:12](=[O:15])[NH:13][CH2:14]/1.